Dataset: Forward reaction prediction with 1.9M reactions from USPTO patents (1976-2016). Task: Predict the product of the given reaction. The product is: [C:1]([O:5][C:6]([N:8]1[CH2:13][CH2:12][CH:11]([CH2:14][CH2:15][CH2:16][CH2:17][NH2:18])[CH2:10][CH2:9]1)=[O:7])([CH3:4])([CH3:3])[CH3:2]. Given the reactants [C:1]([O:5][C:6]([N:8]1[CH2:13][CH2:12][CH:11]([CH2:14][CH2:15][CH2:16][C:17]#[N:18])[CH2:10][CH2:9]1)=[O:7])([CH3:4])([CH3:3])[CH3:2].O.[OH-].[Li+], predict the reaction product.